Dataset: Reaction yield outcomes from USPTO patents with 853,638 reactions. Task: Predict the reaction yield, written as a fraction of the theoretical maximum amount of product (1.0 means a 100% yield; for example, 0.34 means a 34% yield). The reactants are [N:1]([C:4]1[CH:11]=[CH:10][CH:9]=[CH:8][C:5]=1[CH:6]=[O:7])=[N+:2]=[N-:3].[C:12]([O:16][CH2:17][CH3:18])(=[O:15])[C:13]#[CH:14]. The catalyst is CN(C)C=O.C(OCC)(=O)C.CCCCCC. The product is [CH:6]([C:5]1[CH:8]=[CH:9][CH:10]=[CH:11][C:4]=1[N:1]1[CH:14]=[C:13]([C:12]([O:16][CH2:17][CH3:18])=[O:15])[N:3]=[N:2]1)=[O:7].[CH:6]([C:5]1[CH:8]=[CH:9][CH:10]=[CH:11][C:4]=1[N:1]1[C:13]([C:12]([O:16][CH2:17][CH3:18])=[O:15])=[CH:14][N:3]=[N:2]1)=[O:7]. The yield is 0.660.